The task is: Predict the reactants needed to synthesize the given product.. This data is from Full USPTO retrosynthesis dataset with 1.9M reactions from patents (1976-2016). (1) Given the product [NH:7]1[C:8]2=[N:9][CH:10]=[CH:11][CH:12]=[C:13]2[CH:5]=[CH:6]1, predict the reactants needed to synthesize it. The reactants are: ClCC([C:5]1[C:13]2[C:8](=[N:9][CH:10]=[CH:11][CH:12]=2)[NH:7][CH:6]=1)=O.C([SiH](CC)CC)C. (2) Given the product [ClH:28].[Br:1][C:2]1[CH:27]=[CH:26][C:5]([O:6][C:7]2[CH:12]=[CH:11][CH:10]=[CH:9][C:8]=2[NH:13][S:14]([C:17]2[CH:25]=[CH:24][C:20]([C:21]([NH:50][CH2:49][C:46]3[CH:45]=[CH:44][C:43]([CH2:42][CH:39]4[CH2:40][CH2:41][NH:36][CH2:37][CH2:38]4)=[CH:48][CH:47]=3)=[O:23])=[CH:19][CH:18]=2)(=[O:16])=[O:15])=[C:4]([Cl:28])[CH:3]=1, predict the reactants needed to synthesize it. The reactants are: [Br:1][C:2]1[CH:27]=[CH:26][C:5]([O:6][C:7]2[CH:12]=[CH:11][CH:10]=[CH:9][C:8]=2[NH:13][S:14]([C:17]2[CH:25]=[CH:24][C:20]([C:21]([OH:23])=O)=[CH:19][CH:18]=2)(=[O:16])=[O:15])=[C:4]([Cl:28])[CH:3]=1.C(OC([N:36]1[CH2:41][CH2:40][CH:39]([CH2:42][C:43]2[CH:48]=[CH:47][C:46]([CH2:49][NH2:50])=[CH:45][CH:44]=2)[CH2:38][CH2:37]1)=O)(C)(C)C. (3) Given the product [C:9]1([C:1]2[CH:6]=[CH:5][CH:4]=[CH:3][CH:2]=2)[CH:10]=[CH:11][C:12]([C:15]2([CH3:43])[C:20]([CH3:22])([CH3:21])[O:19][C:18]([NH:23][C@H:24]([C:35]3[CH:36]=[CH:37][CH:38]=[CH:39][CH:40]=3)[CH2:25][CH2:26][OH:27])=[N:17][S:16]2(=[O:41])=[O:42])=[CH:13][CH:14]=1, predict the reactants needed to synthesize it. The reactants are: [C:1]1([Li])[CH:6]=[CH:5][CH:4]=[CH:3][CH:2]=1.Br[C:9]1[CH:14]=[CH:13][C:12]([C:15]2([CH3:43])[C:20]([CH3:22])([CH3:21])[O:19][C:18]([NH:23][C@H:24]([C:35]3[CH:40]=[CH:39][CH:38]=[CH:37][CH:36]=3)[CH2:25][CH2:26][O:27][Si](C(C)(C)C)(C)C)=[N:17][S:16]2(=[O:42])=[O:41])=[CH:11][CH:10]=1. (4) Given the product [CH2:1]([O:3][C:4]([C:7]1[CH:11]=[C:10]([NH:12][C:13]([NH:49][C:48]2[CH:50]=[CH:51][CH:52]=[C:46]([O:45][C:33]3[C:32]4[C:37](=[CH:38][C:39]([O:40][CH2:41][CH2:42][O:43][CH3:44])=[C:30]([O:29][CH3:28])[CH:31]=4)[N:36]=[CH:35][N:34]=3)[CH:47]=2)=[O:21])[N:9]([C:22]2[CH:23]=[CH:24][CH:25]=[CH:26][CH:27]=2)[N:8]=1)([CH3:5])[CH3:6])[CH3:2], predict the reactants needed to synthesize it. The reactants are: [CH2:1]([O:3][C:4]([C:7]1[CH:11]=[C:10]([NH:12][C:13](=[O:21])OC2C=CC=CC=2)[N:9]([C:22]2[CH:27]=[CH:26][CH:25]=[CH:24][CH:23]=2)[N:8]=1)([CH3:6])[CH3:5])[CH3:2].[CH3:28][O:29][C:30]1[CH:31]=[C:32]2[C:37](=[CH:38][C:39]=1[O:40][CH2:41][CH2:42][O:43][CH3:44])[N:36]=[CH:35][N:34]=[C:33]2[O:45][C:46]1[CH:47]=[C:48]([CH:50]=[CH:51][CH:52]=1)[NH2:49].C(N(CC)C(C)C)(C)C. (5) Given the product [C:1]([C:5]1[C:6]([NH:14][C:24](=[O:25])[CH2:23][C:20]2[CH:21]=[CH:22][C:17]([O:16][CH3:15])=[CH:18][CH:19]=2)=[N:7][N:8]2[CH:13]=[CH:12][CH:11]=[N:10][C:9]=12)([CH3:4])([CH3:2])[CH3:3], predict the reactants needed to synthesize it. The reactants are: [C:1]([C:5]1[C:6]([NH2:14])=[N:7][N:8]2[CH:13]=[CH:12][CH:11]=[N:10][C:9]=12)([CH3:4])([CH3:3])[CH3:2].[CH3:15][O:16][C:17]1[CH:22]=[CH:21][C:20]([CH2:23][C:24](O)=[O:25])=[CH:19][CH:18]=1. (6) Given the product [CH:3]([C:42]1[CH:43]=[C:44]([SH:47])[CH:45]=[CH:46][C:41]=1[O:40][CH2:33][C:34]([O:36][CH2:37][CH3:38])=[O:35])([CH3:4])[CH3:2], predict the reactants needed to synthesize it. The reactants are: Cl[CH2:2][C:3]1SC(C2C=CC(C(F)(F)F)=CC=2)=N[C:4]=1COC1CCCCO1.C(=O)([O-])[O-].[Cs+].[Cs+].C[C:33]([O:40][C:41]1[CH:46]=[CH:45][C:44]([SH:47])=[CH:43][CH:42]=1)(C)[C:34]([O:36][CH2:37][CH3:38])=[O:35].